From a dataset of Full USPTO retrosynthesis dataset with 1.9M reactions from patents (1976-2016). Predict the reactants needed to synthesize the given product. Given the product [Cl:21][C:22]1[CH:23]=[C:24]([NH:29][C:30]([N:7]([CH2:6][C:5]2[CH:11]=[CH:12][CH:13]=[C:3]([C:2]([F:14])([F:15])[F:1])[CH:4]=2)[C:8]([NH2:10])=[O:9])=[S:31])[CH:25]=[CH:26][C:27]=1[Cl:28], predict the reactants needed to synthesize it. The reactants are: [F:1][C:2]([F:15])([F:14])[C:3]1[CH:4]=[C:5]([CH:11]=[CH:12][CH:13]=1)[CH2:6][NH:7][C:8]([NH2:10])=[O:9].[Li]CCCC.[Cl:21][C:22]1[CH:23]=[C:24]([N:29]=[C:30]=[S:31])[CH:25]=[CH:26][C:27]=1[Cl:28].